Task: Predict the reactants needed to synthesize the given product.. Dataset: Full USPTO retrosynthesis dataset with 1.9M reactions from patents (1976-2016) (1) Given the product [N:19]1([C:17]([O:16][C:12]([CH3:15])([CH3:14])[CH3:13])=[O:18])[CH2:23][CH2:22][CH2:21][C@H:20]1[C:24]([O:1][C:2]1[CH:3]=[C:4]([CH:5]=[O:6])[CH:7]=[CH:8][C:9]=1[O:10][CH3:11])=[O:25], predict the reactants needed to synthesize it. The reactants are: [OH:1][C:2]1[CH:3]=[C:4]([CH:7]=[CH:8][C:9]=1[O:10][CH3:11])[CH:5]=[O:6].[C:12]([O:16][C:17]([N:19]1[CH2:23][CH2:22][CH2:21][C@H:20]1[C:24](O)=[O:25])=[O:18])([CH3:15])([CH3:14])[CH3:13]. (2) Given the product [CH2:34]([N:33]([CH2:38][CH:39]([CH3:41])[CH3:40])[C:19]1[CH:18]=[CH:17][C:16]([C:7]2[CH:8]=[CH:9][CH:10]=[CH:11][C:6]=2[C:5]2[NH:4][N:3]=[N:2][N:1]=2)=[CH:21][C:20]=1[NH:22][C:23]([NH:25][C:26]1[CH:31]=[CH:30][C:29]([CH3:32])=[CH:28][CH:27]=1)=[O:24])[CH:35]([CH3:37])[CH3:36], predict the reactants needed to synthesize it. The reactants are: [NH:1]1[C:5]([C:6]2[CH:11]=[CH:10][CH:9]=[CH:8][C:7]=2B(O)O)=[N:4][N:3]=[N:2]1.Br[C:16]1[CH:17]=[CH:18][C:19]([N:33]([CH2:38][CH:39]([CH3:41])[CH3:40])[CH2:34][CH:35]([CH3:37])[CH3:36])=[C:20]([NH:22][C:23]([NH:25][C:26]2[CH:31]=[CH:30][C:29]([CH3:32])=[CH:28][CH:27]=2)=[O:24])[CH:21]=1.C(=O)([O-])[O-].[K+].[K+]. (3) Given the product [I:11][C:8]1[CH:7]=[CH:6][C:5]([OH:10])=[C:4]([CH:1]([CH3:3])[CH3:2])[CH:9]=1, predict the reactants needed to synthesize it. The reactants are: [CH:1]([C:4]1[CH:9]=[CH:8][CH:7]=[CH:6][C:5]=1[OH:10])([CH3:3])[CH3:2].[I-:11].[Na+].[OH-].[Na+].[O-]Cl.[Na+].[O-]S([O-])(=S)=O.[Na+].[Na+].Cl. (4) Given the product [F:51][C:50]([F:53])([F:52])[S:47]([N:3]1[CH2:8][CH2:7][CH:6]([CH2:9][N:10]2[C:18]3[N:13]4[C:14](=[N:19][CH:20]=[C:12]4[C:11]2=[O:21])[CH:15]=[CH:16][CH:17]=3)[CH2:5][CH2:4]1)(=[O:49])=[O:48], predict the reactants needed to synthesize it. The reactants are: Cl.Cl.[NH:3]1[CH2:8][CH2:7][CH:6]([CH2:9][N:10]2[C:18]3[N:13]4[C:14](=[N:19][CH:20]=[C:12]4[C:11]2=[O:21])[CH:15]=[CH:16][CH:17]=3)[CH2:5][CH2:4]1.C1CCN2C(=NCCC2)CC1.C(N(CC)CC)C.C1C=CC(N([S:47]([C:50]([F:53])([F:52])[F:51])(=[O:49])=[O:48])[S:47]([C:50]([F:53])([F:52])[F:51])(=[O:49])=[O:48])=CC=1. (5) Given the product [F:14][C:15]1[CH:20]=[CH:19][C:18]([CH2:21][N:22]2[C:26]([CH3:27])=[N:25][N:24]=[C:23]2[CH2:28][NH:29][CH2:1][C:3]2[N:8]=[C:7]([CH3:9])[CH:6]=[C:5]([C:10]([O:12][CH3:13])=[O:11])[CH:4]=2)=[CH:17][CH:16]=1, predict the reactants needed to synthesize it. The reactants are: [CH:1]([C:3]1[N:8]=[C:7]([CH3:9])[CH:6]=[C:5]([C:10]([O:12][CH3:13])=[O:11])[CH:4]=1)=O.[F:14][C:15]1[CH:20]=[CH:19][C:18]([CH2:21][N:22]2[C:26]([CH3:27])=[N:25][N:24]=[C:23]2[CH2:28][NH2:29])=[CH:17][CH:16]=1.